From a dataset of Full USPTO retrosynthesis dataset with 1.9M reactions from patents (1976-2016). Predict the reactants needed to synthesize the given product. (1) Given the product [Br-:1].[C:17]([O:21][CH2:22][CH2:23][N+:24]([CH2:2][C:3]1[CH:16]=[CH:15][C:6]([C:7](=[O:8])[C:9]2[CH:14]=[CH:13][CH:12]=[CH:11][CH:10]=2)=[CH:5][CH:4]=1)([CH3:26])[CH3:25])(=[O:20])[CH:18]=[CH2:19], predict the reactants needed to synthesize it. The reactants are: [Br:1][CH2:2][C:3]1[CH:16]=[CH:15][C:6]([C:7]([C:9]2[CH:14]=[CH:13][CH:12]=[CH:11][CH:10]=2)=[O:8])=[CH:5][CH:4]=1.[C:17]([O:21][CH2:22][CH2:23][N:24]([CH3:26])[CH3:25])(=[O:20])[CH:18]=[CH2:19]. (2) Given the product [NH2:12][CH2:11][CH2:10][CH2:9][C:5]1[C:4]([NH:20][CH2:21][CH2:22][CH2:23][CH2:24][CH3:25])=[N:3][C:2]([NH2:1])=[N:7][C:6]=1[CH3:8], predict the reactants needed to synthesize it. The reactants are: [NH2:1][C:2]1[N:7]=[C:6]([CH3:8])[C:5]([CH2:9][CH2:10][CH2:11][NH:12]C(=O)OC(C)(C)C)=[C:4]([NH:20][CH2:21][CH2:22][CH2:23][CH2:24][CH3:25])[N:3]=1.C(O)(C(F)(F)F)=O.